Task: Predict which catalyst facilitates the given reaction.. Dataset: Catalyst prediction with 721,799 reactions and 888 catalyst types from USPTO (1) Reactant: C(O[C@@H:5]1[O:18][C@H:17]([CH2:19][O:20][C:21](=[O:23])[CH3:22])[C@@H:12]([O:13][C:14](=[O:16])[CH3:15])[C@H:7]([O:8][C:9](=[O:11])[CH3:10])[C@H:6]1[N:24]1[C:28](=[O:29])[C:27]2=[CH:30][CH:31]=[CH:32][CH:33]=[C:26]2[C:25]1=[O:34])(=O)C.C[Si]([N:39]=[N+:40]=[N-:41])(C)C.[Sn](Cl)(Cl)(Cl)Cl. Product: [C:9]([O:8][C@H:7]1[C@H:12]([O:13][C:14](=[O:16])[CH3:15])[C@@H:17]([CH2:19][O:20][C:21](=[O:23])[CH3:22])[O:18][C@@H:5]([N:39]=[N+:40]=[N-:41])[C@@H:6]1[N:24]1[C:25](=[O:34])[C:26]2=[CH:33][CH:32]=[CH:31][CH:30]=[C:27]2[C:28]1=[O:29])(=[O:11])[CH3:10]. The catalyst class is: 2. (2) Reactant: [Br:1][C:2]1[CH:7]=[CH:6][C:5]([CH2:8][CH2:9][C:10]([OH:12])=O)=[CH:4][CH:3]=1.[C:13](N1C=CN=C1)([N:15]1C=CN=[CH:16]1)=O.Cl.CNC.C(N(C(C)C)CC)(C)C. Product: [Br:1][C:2]1[CH:7]=[CH:6][C:5]([CH2:8][CH2:9][C:10]([N:15]([CH3:16])[CH3:13])=[O:12])=[CH:4][CH:3]=1. The catalyst class is: 4. (3) Reactant: [NH2:1][C:2]1[CH:31]=[CH:30][C:5]([O:6][CH:7]2[CH2:12][CH2:11][N:10]([CH2:13][C:14]3[CH:19]=[CH:18][C:17]([C:20]([OH:29])([C:25]([F:28])([F:27])[F:26])[C:21]([F:24])([F:23])[F:22])=[CH:16][CH:15]=3)[CH2:9][CH2:8]2)=[C:4]([Br:32])[CH:3]=1.Cl[C:34](OC1C=CC([N+]([O-])=O)=CC=1)=[O:35].[O:46]1[CH2:51][CH2:50][CH:49]([NH2:52])[CH2:48][CH2:47]1.C(N(CC)CC)C. Product: [Br:32][C:4]1[CH:3]=[C:2]([NH:1][C:34]([NH:52][CH:49]2[CH2:50][CH2:51][O:46][CH2:47][CH2:48]2)=[O:35])[CH:31]=[CH:30][C:5]=1[O:6][CH:7]1[CH2:12][CH2:11][N:10]([CH2:13][C:14]2[CH:15]=[CH:16][C:17]([C:20]([OH:29])([C:25]([F:28])([F:26])[F:27])[C:21]([F:22])([F:23])[F:24])=[CH:18][CH:19]=2)[CH2:9][CH2:8]1. The catalyst class is: 7. (4) Reactant: Cl[CH2:2][C:3]1[CH:4]=[C:5]([CH:10]=[CH:11][CH:12]=1)[O:6][CH2:7][C:8]#[N:9].[N:13]1[C:22]2[C:17](=[CH:18][CH:19]=[CH:20][CH:21]=2)[CH:16]=[CH:15][C:14]=1[CH2:23][O:24][C:25]1[CH:31]=[CH:30][C:28]([O-:29])=[CH:27][CH:26]=1.[Na+].C(=O)([O-])[O-].[K+].[K+]. Product: [N:13]1[C:22]2[C:17](=[CH:18][CH:19]=[CH:20][CH:21]=2)[CH:16]=[CH:15][C:14]=1[CH2:23][O:24][C:25]1[CH:31]=[CH:30][C:28]([O:29][CH2:2][C:3]2[CH:4]=[C:5]([CH:10]=[CH:11][CH:12]=2)[O:6][CH2:7][C:8]#[N:9])=[CH:27][CH:26]=1. The catalyst class is: 58. (5) Reactant: [CH3:1][C:2]1[CH:11]=[CH:10][C:5]([C:6]([O:8]C)=[O:7])=[CH:4][C:3]=1[NH:12][C:13]1[CH:14]=[C:15]2[C:19](=[CH:20][CH:21]=1)[C:18](=[O:22])[N:17]([C:23]1[CH:28]=[CH:27][CH:26]=[CH:25][CH:24]=1)[CH2:16]2.[OH-].[K+]. Product: [CH3:1][C:2]1[CH:11]=[CH:10][C:5]([C:6]([OH:8])=[O:7])=[CH:4][C:3]=1[NH:12][C:13]1[CH:14]=[C:15]2[C:19](=[CH:20][CH:21]=1)[C:18](=[O:22])[N:17]([C:23]1[CH:28]=[CH:27][CH:26]=[CH:25][CH:24]=1)[CH2:16]2. The catalyst class is: 88. (6) Reactant: Cl.[NH:2]1[CH2:7][CH2:6][CH:5]([O:8][C:9](=[O:23])[NH:10][C:11]2[CH:16]=[CH:15][CH:14]=[CH:13][C:12]=2[C:17]2[CH:22]=[CH:21][CH:20]=[CH:19][CH:18]=2)[CH2:4][CH2:3]1.C(=O)([O-])[O-].[K+].[K+].[C:30]([O:34][C:35]([N:37]([CH3:52])[CH2:38][CH2:39][CH2:40][CH2:41][CH2:42][CH2:43][CH2:44][CH2:45][CH2:46]OS(C)(=O)=O)=[O:36])([CH3:33])([CH3:32])[CH3:31].[I-].[K+]. Product: [NH3:2].[C:30]([O:34][C:35]([N:37]([CH3:52])[CH2:38][CH2:39][CH2:40][CH2:41][CH2:42][CH2:43][CH2:44][CH2:45][CH2:46][N:2]1[CH2:3][CH2:4][CH:5]([O:8][C:9](=[O:23])[NH:10][C:11]2[CH:16]=[CH:15][CH:14]=[CH:13][C:12]=2[C:17]2[CH:22]=[CH:21][CH:20]=[CH:19][CH:18]=2)[CH2:6][CH2:7]1)=[O:36])([CH3:33])([CH3:32])[CH3:31]. The catalyst class is: 9.